Dataset: Forward reaction prediction with 1.9M reactions from USPTO patents (1976-2016). Task: Predict the product of the given reaction. The product is: [F:1][C:2]1[CH:10]=[CH:9][CH:8]=[C:7]2[C:3]=1[CH:4]=[C:5]([C:12]([N:14]1[CH2:18][CH2:17][CH:16]([C:19]3[C:20]([N:39]([CH3:44])[S:40]([CH3:43])(=[O:41])=[O:42])=[CH:21][C:22]4[O:26][C:25]([C:27]5[CH:28]=[CH:29][C:30]([F:33])=[CH:31][CH:32]=5)=[C:24]([C:34]([NH:36][CH3:37])=[O:35])[C:23]=4[CH:38]=3)[CH2:15]1)=[O:13])[N:6]2[CH3:11]. Given the reactants [F:1][C:2]1[CH:10]=[CH:9][CH:8]=[C:7]2[C:3]=1[CH:4]=[C:5]([C:12]([N:14]1[CH2:18][CH:17]=[C:16]([C:19]3[C:20]([N:39]([CH3:44])[S:40]([CH3:43])(=[O:42])=[O:41])=[CH:21][C:22]4[O:26][C:25]([C:27]5[CH:32]=[CH:31][C:30]([F:33])=[CH:29][CH:28]=5)=[C:24]([C:34]([NH:36][CH3:37])=[O:35])[C:23]=4[CH:38]=3)[CH2:15]1)=[O:13])[N:6]2[CH3:11], predict the reaction product.